This data is from Forward reaction prediction with 1.9M reactions from USPTO patents (1976-2016). The task is: Predict the product of the given reaction. (1) Given the reactants Br[C:2]1[C:3]2[N:4]([N:8]=[C:9]([NH:11][C:12]3[CH:17]=[CH:16][CH:15]=[CH:14][C:13]=3[O:18][CH3:19])[N:10]=2)[CH:5]=[CH:6][CH:7]=1.[CH3:20][NH:21][C:22]([C:24]1[CH:29]=[CH:28][C:27](B(O)O)=[CH:26][CH:25]=1)=[O:23], predict the reaction product. The product is: [CH3:19][O:18][C:13]1[CH:14]=[CH:15][CH:16]=[CH:17][C:12]=1[NH:11][C:9]1[N:10]=[C:3]2[C:2]([C:27]3[CH:28]=[CH:29][C:24]([C:22]([NH:21][CH3:20])=[O:23])=[CH:25][CH:26]=3)=[CH:7][CH:6]=[CH:5][N:4]2[N:8]=1. (2) Given the reactants [Cl:1][C:2]1[N:7]=[C:6]([C:8]2[S:12][C:11]([CH:13]([CH3:15])[CH3:14])=[N:10][C:9]=2[C:16]2[CH:17]=[C:18]([CH:20]=[CH:21][CH:22]=2)[NH2:19])[CH:5]=[CH:4][N:3]=1.[S:23]1[CH:27]=[CH:26][CH:25]=[C:24]1[S:28](Cl)(=[O:30])=[O:29], predict the reaction product. The product is: [Cl:1][C:2]1[N:7]=[C:6]([C:8]2[S:12][C:11]([CH:13]([CH3:15])[CH3:14])=[N:10][C:9]=2[C:16]2[CH:17]=[C:18]([NH:19][S:28]([C:24]3[S:23][CH:27]=[CH:26][CH:25]=3)(=[O:30])=[O:29])[CH:20]=[CH:21][CH:22]=2)[CH:5]=[CH:4][N:3]=1. (3) The product is: [CH2:19]([S:24]([CH:27]1[CH2:30][N:29]([C:15](=[O:17])/[CH:14]=[CH:13]/[C:8]2[CH:7]=[C:6]3[C:11](=[N:10][CH:9]=2)[NH:12][C:3](=[O:2])[CH2:4][CH2:5]3)[CH2:28]1)(=[O:26])=[O:25])[CH2:20][CH2:21][CH2:22][CH3:23]. Given the reactants Cl.[O:2]=[C:3]1[NH:12][C:11]2[N:10]=[CH:9][C:8](/[CH:13]=[CH:14]/[C:15]([OH:17])=O)=[CH:7][C:6]=2[CH2:5][CH2:4]1.Cl.[CH2:19]([S:24]([CH:27]1[CH2:30][NH:29][CH2:28]1)(=[O:26])=[O:25])[CH2:20][CH2:21][CH2:22][CH3:23].CCN(C(C)C)C(C)C.CCN=C=NCCCN(C)C, predict the reaction product. (4) Given the reactants [CH2:1]([C:4]1[C:13]2[O:12][CH2:11][C:10](=O)[NH:9][C:8]=2[CH:7]=[CH:6][CH:5]=1)[CH:2]=[CH2:3].COC1C=CC(P2(SP(C3C=CC(OC)=CC=3)(=S)S2)=[S:24])=CC=1, predict the reaction product. The product is: [CH2:1]([C:4]1[C:13]2[O:12][CH2:11][C:10](=[S:24])[NH:9][C:8]=2[CH:7]=[CH:6][CH:5]=1)[CH:2]=[CH2:3]. (5) Given the reactants Br[C:2]1[CH:3]=[C:4]([NH:8][C:9]([N:11]2[C:19]3[C:14](=[CH:15][C:16]([O:24][CH3:25])=[C:17]([C:20]([F:23])([F:22])[F:21])[CH:18]=3)[CH2:13][CH2:12]2)=[O:10])[CH:5]=[N:6][CH:7]=1.[C:26]1(B(O)O)[CH:31]=[CH:30][CH:29]=[CH:28][CH:27]=1.C(=O)([O-])[O-].[Na+].[Na+], predict the reaction product. The product is: [C:26]1([C:2]2[CH:3]=[C:4]([NH:8][C:9]([N:11]3[C:19]4[C:14](=[CH:15][C:16]([O:24][CH3:25])=[C:17]([C:20]([F:23])([F:22])[F:21])[CH:18]=4)[CH2:13][CH2:12]3)=[O:10])[CH:5]=[N:6][CH:7]=2)[CH:31]=[CH:30][CH:29]=[CH:28][CH:27]=1. (6) Given the reactants C(S(C1C=CC(CNC(C2C=C3C(=CC=2)C(C(C)C)NC3)=O)=NC=1)(=O)=O)C.[CH2:28]([S:30]([C:33]1[CH:38]=[CH:37][C:36]([C@@H:39]([NH:43][C:44]([C:46]2[CH:47]=[C:48]3[C:52](=[CH:53][CH:54]=2)[CH:51]([CH:55]([CH3:57])[CH3:56])[N:50](C(OC(C)(C)C)=O)[CH2:49]3)=[O:45])[CH2:40][CH2:41][OH:42])=[CH:35][CH:34]=1)(=[O:32])=[O:31])[CH3:29], predict the reaction product. The product is: [CH2:28]([S:30]([C:33]1[CH:34]=[CH:35][C:36]([C@@H:39]([NH:43][C:44]([C:46]2[CH:47]=[C:48]3[C:52](=[CH:53][CH:54]=2)[C@H:51]([CH:55]([CH3:56])[CH3:57])[NH:50][CH2:49]3)=[O:45])[CH2:40][CH2:41][OH:42])=[CH:37][CH:38]=1)(=[O:31])=[O:32])[CH3:29].[CH2:28]([S:30]([C:33]1[CH:34]=[CH:35][C:36]([C@@H:39]([NH:43][C:44]([C:46]2[CH:47]=[C:48]3[C:52](=[CH:53][CH:54]=2)[C@@H:51]([CH:55]([CH3:56])[CH3:57])[NH:50][CH2:49]3)=[O:45])[CH2:40][CH2:41][OH:42])=[CH:37][CH:38]=1)(=[O:31])=[O:32])[CH3:29]. (7) Given the reactants COC(=O)NC(C1CCOCC1)C(N1CC(F)(F)CC1C1NC(C2C=CC(C3C=CC4C(=CC=C(C5NC([CH:41]6[CH2:45][CH2:44][CH2:43][N:42]6[C:46](=[O:59])[CH:47]([NH:54][C:55]([O:57][CH3:58])=[O:56])[C:48]6[CH:53]=[CH:52][CH:51]=[CH:50][CH:49]=6)=NC=5)C=4)C=3)=CC=2)=CN=1)=O.[CH3:67][O:68][C:69]([NH:71][CH:72]([CH:76]1[CH2:81]COCC1)[C:73]([OH:75])=O)=[O:70].C(OC([N:89]1[CH:95]([C:96]2[NH:97][C:98]([C:101]3[CH:106]=[CH:105][C:104]([C:107]4[CH:116]=[CH:115][C:114]5[C:109](=[CH:110][CH:111]=[C:112]([C:117]6[NH:118][C:119](C7CCCN7C(OCC7C=CC=CC=7)=O)=[N:120][CH:121]=6)[CH:113]=5)[CH:108]=4)=[CH:103][CH:102]=3)=[CH:99][N:100]=2)[CH2:94][C:91]2([CH2:93][CH2:92]2)[CH2:90]1)=O)(C)(C)C.[C:137]([O:141]C(N1CC(F)(F)CC1C1NC(C2C=CC(C3C=CC4C(=CC=C(C5NC(C6CCCN6C(OCC6C=CC=CC=6)=O)=NC=5)C=4)C=3)=CC=2)=CN=1)=O)(C)(C)C, predict the reaction product. The product is: [CH3:67][O:68][C:69](=[O:70])[NH:71][CH:72]([C:73]([N:89]1[CH:95]([C:96]2[NH:97][C:98]([C:101]3[CH:106]=[CH:105][C:104]([C:107]4[CH:116]=[CH:115][C:114]5[C:109](=[CH:110][CH:111]=[C:112]([C:117]6[NH:118][C:119]([CH:41]7[CH2:45][CH2:44][CH2:43][N:42]7[C:46](=[O:59])[CH:47]([NH:54][C:55]([O:57][CH3:58])=[O:56])[C:48]7[CH:49]=[CH:50][CH:51]=[CH:52][CH:53]=7)=[N:120][CH:121]=6)[CH:113]=5)[CH:108]=4)=[CH:103][CH:102]=3)=[CH:99][N:100]=2)[CH2:94][C:91]2([CH2:93][CH2:92]2)[CH2:90]1)=[O:75])[CH:76]([O:141][CH3:137])[CH3:81]. (8) Given the reactants [S:1]1[C:5]2[CH:6]=[CH:7][CH:8]=[CH:9][C:4]=2[NH:3][C:2]1=[C:10]([C:13]#[N:14])[C:11]#[N:12].Cl.S1C2C=CC=CC=2[NH:18]C1=C(C#N)C(=N)[O-].N, predict the reaction product. The product is: [S:1]1[C:5]2[CH:6]=[CH:7][CH:8]=[CH:9][C:4]=2[NH:3][C:2]1=[C:10]([C:13]#[N:14])[C:11]([NH2:18])=[NH:12].